The task is: Predict which catalyst facilitates the given reaction.. This data is from Catalyst prediction with 721,799 reactions and 888 catalyst types from USPTO. (1) Reactant: [Cl:1][S:2]([OH:5])(=O)=[O:3].[NH2:6][C:7]1[N:11]([C:12]2[CH:17]=[CH:16][C:15]([CH3:18])=[CH:14][C:13]=2[CH3:19])[N:10]=[C:9]([C:20]([F:23])([F:22])[F:21])[N:8]=1. Product: [NH2:6][C:7]1[N:11]([C:12]2[C:13]([CH3:19])=[CH:14][C:15]([CH3:18])=[C:16]([S:2]([Cl:1])(=[O:5])=[O:3])[CH:17]=2)[N:10]=[C:9]([C:20]([F:23])([F:22])[F:21])[N:8]=1. The catalyst class is: 13. (2) Reactant: [Cl-].O[NH3+:3].[C:4](=[O:7])([O-])[OH:5].[Na+].CS(C)=O.[OH:13][C:14]([CH3:53])([CH3:52])[CH:15]([CH3:51])[O:16][C@H:17]1[CH2:22][CH2:21][C@H:20]([N:23]2[C:28](=[O:29])[C:27]([CH2:30][C:31]3[CH:36]=[CH:35][C:34]([C:37]4[C:38]([C:43]#[N:44])=[CH:39][CH:40]=[CH:41][CH:42]=4)=[CH:33][CH:32]=3)=[C:26]([CH2:45][CH2:46][CH3:47])[N:25]3[N:48]=[CH:49][N:50]=[C:24]23)[CH2:19][CH2:18]1. Product: [OH:13][C:14]([CH3:52])([CH3:53])[CH:15]([CH3:51])[O:16][C@H:17]1[CH2:22][CH2:21][C@H:20]([N:23]2[C:28](=[O:29])[C:27]([CH2:30][C:31]3[CH:36]=[CH:35][C:34]([C:37]4[CH:42]=[CH:41][CH:40]=[CH:39][C:38]=4[C:43]4[NH:3][C:4](=[O:7])[O:5][N:44]=4)=[CH:33][CH:32]=3)=[C:26]([CH2:45][CH2:46][CH3:47])[N:25]3[N:48]=[CH:49][N:50]=[C:24]23)[CH2:19][CH2:18]1. The catalyst class is: 69.